Dataset: Full USPTO retrosynthesis dataset with 1.9M reactions from patents (1976-2016). Task: Predict the reactants needed to synthesize the given product. (1) Given the product [CH3:1][C:2]1([CH3:26])[C:14]2[C:9](=[CH:10][C:11]3[C:22]([CH3:24])([CH3:23])[C:17]4[CH:18]=[CH:19][CH:20]=[CH:21][C:16]=4[NH:15][C:12]=3[CH:13]=2)[C:8]2[C:3]1=[CH:4][CH:5]=[CH:6][CH:7]=2, predict the reactants needed to synthesize it. The reactants are: [CH3:1][C:2]1([CH3:26])[C:14]2[CH:13]=[C:12]([NH:15][C:16]3[CH:21]=[CH:20][CH:19]=[CH:18][C:17]=3[C:22](O)([CH3:24])[CH3:23])[CH:11]=[CH:10][C:9]=2[C:8]2[C:3]1=[CH:4][CH:5]=[CH:6][CH:7]=2.P(=O)(O)(O)O.C1(C)C=CC=CC=1. (2) Given the product [Cl-:1].[F:10][C:11]1[CH:16]=[CH:15][C:14]([CH:17]([N:29]2[CH2:30][CH2:31][CH2:32][CH2:33][CH2:34]2)[C:18]([O:20][C@@H:21]2[CH:26]3[CH2:27][CH2:28][N+:23]([CH2:2][C:3](=[O:4])[C:5]4[S:6][CH:7]=[CH:8][CH:9]=4)([CH2:24][CH2:25]3)[CH2:22]2)=[O:19])=[CH:13][CH:12]=1, predict the reactants needed to synthesize it. The reactants are: [Cl:1][CH2:2][C:3]([C:5]1[S:6][CH:7]=[CH:8][CH:9]=1)=[O:4].[F:10][C:11]1[CH:16]=[CH:15][C:14]([CH:17]([N:29]2[CH2:34][CH2:33][CH2:32][CH2:31][CH2:30]2)[C:18]([O:20][C@@H:21]2[CH:26]3[CH2:27][CH2:28][N:23]([CH2:24][CH2:25]3)[CH2:22]2)=[O:19])=[CH:13][CH:12]=1.CCOCC. (3) Given the product [OH:12][C:11]1[N:87]([C:84]2[CH:83]=[CH:82][C:81]([N:80]3[CH2:75][CH2:76][O:77][CH2:78][CH2:79]3)=[CH:86][CH:85]=2)[C:51]([C:50]2[CH:54]=[C:55]([CH:66]([CH3:67])[CH3:68])[C:56]([OH:58])=[CH:57][C:49]=2[OH:48])=[N:93][N:13]=1, predict the reactants needed to synthesize it. The reactants are: C(OC1C=C(OCC2C=CC=CC=2)C(C(C)C)=CC=1[C:11]([NH:13]C1C=CC(N2CCOCC2)=CC=1)=[O:12])C1C=CC=CC=1.C([O:48][C:49]1[CH:57]=[C:56]([O:58]CC2C=CC=CC=2)[C:55]([CH:66]([CH3:68])[CH3:67])=[CH:54][C:50]=1[C:51](O)=O)C1C=CC=CC=1.C(Cl)(=O)C(Cl)=O.[CH2:75]1[N:80]([C:81]2[CH:86]=[CH:85][C:84]([NH2:87])=[CH:83][CH:82]=2)[CH2:79][CH2:78][O:77][CH2:76]1.C(=O)([O-])O.[Na+].[N:93]1C=CC=CC=1. (4) Given the product [OH:11][C:12]1([C:2]2[CH:7]=[CH:6][CH:5]=[CH:4][C:3]=2[CH2:8][CH2:9][OH:10])[CH2:13][CH:14]2[N:19]([C:20]([O:22][CH2:23][CH3:24])=[O:21])[CH:17]([CH2:16][CH2:15]2)[CH2:18]1, predict the reactants needed to synthesize it. The reactants are: Br[C:2]1[CH:7]=[CH:6][CH:5]=[CH:4][C:3]=1[CH2:8][CH2:9][OH:10].[O:11]=[C:12]1[CH2:18][CH:17]2[N:19]([C:20]([O:22][CH2:23][CH3:24])=[O:21])[CH:14]([CH2:15][CH2:16]2)[CH2:13]1. (5) Given the product [Cl:8][C:5]1[CH:6]=[CH:7][C:2]([NH:1][C:22]([NH:21][C:16]2[CH:17]=[CH:18][CH:19]=[CH:20][C:15]=2[Cl:14])=[O:23])=[C:3]([OH:13])[C:4]=1[S:9]([NH2:12])(=[O:11])=[O:10], predict the reactants needed to synthesize it. The reactants are: [NH2:1][C:2]1[C:3]([OH:13])=[C:4]([S:9]([NH2:12])(=[O:11])=[O:10])[C:5]([Cl:8])=[CH:6][CH:7]=1.[Cl:14][C:15]1[CH:20]=[CH:19][CH:18]=[CH:17][C:16]=1[N:21]=[C:22]=[O:23]. (6) Given the product [CH3:1][C:2]([Si:5]([CH3:21])([CH3:20])[O:6][CH2:7][C:8]1[CH:9]=[C:10]2[C:15](=[C:16]([CH2:18][NH:31][CH:28]3[CH2:30][CH2:29]3)[CH:17]=1)[N:14]=[CH:13][CH:12]=[CH:11]2)([CH3:4])[CH3:3], predict the reactants needed to synthesize it. The reactants are: [CH3:1][C:2]([Si:5]([CH3:21])([CH3:20])[O:6][CH2:7][C:8]1[CH:9]=[C:10]2[C:15](=[C:16]([CH:18]=O)[CH:17]=1)[N:14]=[CH:13][CH:12]=[CH:11]2)([CH3:4])[CH3:3].S([O-])([O-])(=O)=O.[Mg+2].[CH:28]1([NH2:31])[CH2:30][CH2:29]1.[BH4-].[Na+].